From a dataset of Full USPTO retrosynthesis dataset with 1.9M reactions from patents (1976-2016). Predict the reactants needed to synthesize the given product. (1) The reactants are: [N:1]1[CH:6]=[CH:5][CH:4]=[N:3][C:2]=1[N:7]1[C:11]([C:12]([F:15])([F:14])[F:13])=[C:10]([C:16]([OH:18])=O)[CH:9]=[N:8]1.C(N(C(C)C)CC)(C)C.C1N(P(Cl)(N2C(=O)OCC2)=O)C(=O)OC1.[CH3:43][NH:44][C:45]1[CH:46]=[N:47][CH:48]=[CH:49][CH:50]=1. Given the product [CH3:43][N:44]([C:45]1[CH:46]=[N:47][CH:48]=[CH:49][CH:50]=1)[C:16]([C:10]1[CH:9]=[N:8][N:7]([C:2]2[N:1]=[CH:6][CH:5]=[CH:4][N:3]=2)[C:11]=1[C:12]([F:13])([F:14])[F:15])=[O:18], predict the reactants needed to synthesize it. (2) Given the product [CH3:39][N:34]1[C:35]2[C:31](=[C:30]([C:5]3[CH:4]=[N:3][N:2]([CH3:1])[CH:6]=3)[CH:38]=[CH:37][CH:36]=2)[C:32]2([C:44]3[C:43](=[CH:51][C:47]4[O:48][CH2:49][CH2:17][O:50][C:46]=4[CH:45]=3)[O:42][CH2:41]2)[C:33]1=[O:40], predict the reactants needed to synthesize it. The reactants are: [CH3:1][N:2]1[CH:6]=[C:5](B2OC(C)(C)C(C)(C)O2)[CH:4]=[N:3]1.N1C2C(=CC=CC=2)C=C(B(O)O)[CH:17]=1.Br[C:30]1[CH:38]=[CH:37][CH:36]=[C:35]2[C:31]=1[C:32]1([C:44]3=[CH:45][C:46]4[O:50][CH2:49][O:48][C:47]=4[CH:51]=[C:43]3[O:42][CH2:41]1)[C:33](=[O:40])[N:34]2[CH3:39]. (3) Given the product [Cl:13][C:14]1[CH:28]=[C:27]([O:29][CH2:30][CH:31]=[C:32]([Cl:34])[Cl:33])[CH:26]=[C:25]([Cl:35])[C:15]=1[O:16][CH2:17][CH2:18][CH2:19][O:12][C:9]1[CH:8]=[CH:7][C:6]([N:1]2[CH:5]=[N:4][CH:3]=[N:2]2)=[CH:11][CH:10]=1, predict the reactants needed to synthesize it. The reactants are: [N:1]1([C:6]2[CH:11]=[CH:10][C:9]([OH:12])=[CH:8][CH:7]=2)[CH:5]=[N:4][CH:3]=[N:2]1.[Cl:13][C:14]1[CH:28]=[C:27]([O:29][CH2:30][CH:31]=[C:32]([Cl:34])[Cl:33])[CH:26]=[C:25]([Cl:35])[C:15]=1[O:16][CH2:17][CH2:18][CH2:19]OS(C)(=O)=O.C(=O)([O-])[O-].[K+].[K+]. (4) The reactants are: [CH3:1][N:2]1[C:6]([C:7]2[CH:14]=[CH:13][C:10]([CH:11]=O)=[CH:9][CH:8]=2)=[CH:5][CH:4]=[N:3]1.N1(C2C=C[C:23]([CH:24]=[O:25])=CC=2)C=CC=N1. Given the product [CH3:1][N:2]1[C:6]([C:7]2[CH:14]=[CH:13][C:10]([CH:11]=[CH:23][CH:24]=[O:25])=[CH:9][CH:8]=2)=[CH:5][CH:4]=[N:3]1, predict the reactants needed to synthesize it. (5) Given the product [Cl:1][C:2]1[CH:3]=[CH:4][C:5]([CH2:8][C:9]2[CH2:10][CH2:11][C:12]([CH3:17])([CH3:16])[C:13]=2[CH2:14][OH:15])=[CH:6][CH:7]=1, predict the reactants needed to synthesize it. The reactants are: [Cl:1][C:2]1[CH:7]=[CH:6][C:5](/[CH:8]=[C:9]2\[CH2:10][CH2:11][C:12]([CH3:17])([CH3:16])[C:13]3\2[O:15][CH2:14]3)=[CH:4][CH:3]=1.Cl. (6) Given the product [CH2:1]([O:3][C:4](=[O:25])[CH2:5][CH2:6][C:7]1[CH:24]=[CH:23][C:10]2[N:11]([CH2:21][CH3:22])[C:12](=[O:20])[C:13]([CH3:19])([CH3:18])[C:14](=[O:17])[N:15]([CH3:16])[C:9]=2[CH:8]=1)[CH3:2], predict the reactants needed to synthesize it. The reactants are: [CH2:1]([O:3][C:4](=[O:25])/[CH:5]=[CH:6]/[C:7]1[CH:24]=[CH:23][C:10]2[N:11]([CH2:21][CH3:22])[C:12](=[O:20])[C:13]([CH3:19])([CH3:18])[C:14](=[O:17])[N:15]([CH3:16])[C:9]=2[CH:8]=1)[CH3:2]. (7) Given the product [Cl:1][C:2]1[CH:10]=[C:9]2[C:5]([C:6]([CH:19]=[O:20])=[CH:7][NH:8]2)=[CH:4][C:3]=1[C:26]1[CH:35]=[CH:34][C:29]([O:30][CH2:31][CH2:32][OH:33])=[C:28]([F:36])[CH:27]=1, predict the reactants needed to synthesize it. The reactants are: [Cl:1][C:2]1[CH:10]=[C:9]2[C:5]([CH:6]=[CH:7][NH:8]2)=[CH:4][C:3]=1B1OCC(C)(C)CO1.[C:19](=O)([O-])[O-:20].[K+].[K+].Br[C:26]1[CH:35]=[CH:34][C:29]([O:30][CH2:31][CH2:32][OH:33])=[C:28]([F:36])[CH:27]=1. (8) Given the product [C:119]([O:118][C:116]([N:14]([CH2:33][C:35]1[CH:40]=[CH:39][C:38]([B:41]([OH:43])[OH:42])=[CH:37][CH:36]=1)[CH2:13][C:11]1[N:10]=[N:9][N:8]([CH2:7][C:6]2[CH:5]=[CH:4][C:3]([O:2][CH3:1])=[CH:16][CH:15]=2)[CH:12]=1)=[O:117])([CH3:122])([CH3:121])[CH3:120].[C:119]([O:118][C:116]([N:24]([CH2:23][C:22]1[CH:21]=[CH:20][C:19]([B:48]([OH:49])[OH:47])=[CH:32][CH:31]=1)[CH2:28][C:12]1[N:8]([CH2:7][C:6]2[CH:5]=[CH:4][C:3]([O:2][CH3:1])=[CH:16][CH:15]=2)[N:9]=[N:10][CH:11]=1)=[O:117])([CH3:122])([CH3:121])[CH3:120], predict the reactants needed to synthesize it. The reactants are: [CH3:1][O:2][C:3]1[CH:16]=[CH:15][C:6]([CH2:7][N:8]2[CH:12]=[C:11]([CH2:13][NH2:14])[N:10]=[N:9]2)=[CH:5][CH:4]=1.CO[C:19]1[CH:32]=[CH:31][C:22]([CH2:23][N:24]2[C:28](CN)=CN=N2)=[CH:21][CH:20]=1.[CH:33]([C:35]1[CH:40]=[CH:39][C:38]([B:41]([OH:43])[OH:42])=[CH:37][CH:36]=1)=O.C([O:47][BH-:48](OC(=O)C)[O:49]C(=O)C)(=O)C.[Na+].COC1C=CC(CN2C=C(CNCC3C=CC(B(O)O)=CC=3)N=N2)=CC=1.COC1C=CC(CN2C(CNCC3C=CC(B(O)O)=CC=3)=CN=N2)=CC=1.C(=O)([O-])[O-].[K+].[K+].[C:116](OC(OC(C)(C)C)=O)([O:118][C:119]([CH3:122])([CH3:121])[CH3:120])=[O:117]. (9) Given the product [Cl:11][C:12]1[CH:13]=[C:14]([F:19])[C:15]([C:21]([CH3:23])([CH3:22])[C:20]#[N:24])=[N:16][CH:17]=1, predict the reactants needed to synthesize it. The reactants are: C[Si]([N-][Si](C)(C)C)(C)C.[Na+].[Cl:11][C:12]1[CH:13]=[C:14]([F:19])[C:15](F)=[N:16][CH:17]=1.[C:20](#[N:24])[CH:21]([CH3:23])[CH3:22].[Cl-].[NH4+]. (10) Given the product [Br:16][C:17]1[CH:18]=[C:19]([NH:23][C:24]([N:8]2[CH2:7][CH2:6][N:5]([C:9]([O:11][C:12]([CH3:15])([CH3:14])[CH3:13])=[O:10])[CH2:4][CH:3]2[CH2:2][OH:1])=[O:25])[CH:20]=[CH:21][CH:22]=1, predict the reactants needed to synthesize it. The reactants are: [OH:1][CH2:2][CH:3]1[NH:8][CH2:7][CH2:6][N:5]([C:9]([O:11][C:12]([CH3:15])([CH3:14])[CH3:13])=[O:10])[CH2:4]1.[Br:16][C:17]1[CH:18]=[C:19]([N:23]=[C:24]=[O:25])[CH:20]=[CH:21][CH:22]=1.